From a dataset of Catalyst prediction with 721,799 reactions and 888 catalyst types from USPTO. Predict which catalyst facilitates the given reaction. (1) Reactant: [Cl:1][C:2]1[N:3]=[CH:4][NH:5][C:6]=1[Cl:7].[OH-].[K+].[Br:10][CH2:11][C:12]1[CH:25]=[C:24]2[C:26]3=[C:27]4[C:17]([CH:18]=[CH:19][CH:20]=[C:21]4[CH:22]=[CH:23]2)=[CH:16][CH:15]=[C:14]3[CH:13]=1.Br[CH2:29][C:30]1[CH:39]=[N:38][C:37]2[C:32](=[CH:33][CH:34]=[CH:35][CH:36]=2)[N:31]=1. Product: [Br-:10].[CH:13]1[C:14]2[C:26]3=[C:27]4[C:17](=[CH:16][CH:15]=2)[CH:18]=[CH:19][CH:20]=[C:21]4[CH:22]=[CH:23][C:24]3=[CH:25][C:12]=1[CH2:11][N+:3]1[C:2]([Cl:1])=[C:6]([Cl:7])[N:5]([CH2:29][C:30]2[CH:39]=[N:38][C:37]3[C:32](=[CH:33][CH:34]=[CH:35][CH:36]=3)[N:31]=2)[CH:4]=1. The catalyst class is: 10. (2) Product: [CH3:1][O:2][C:3](=[O:15])[CH:4]([NH2:12])[C:5]1[CH:10]=[CH:9][CH:8]=[CH:7][C:6]=1[I:11]. The catalyst class is: 1. Reactant: [CH3:1][O:2][C:3](=[O:15])[CH:4]([N:12]=[N+]=[N-])[C:5]1[CH:10]=[CH:9][CH:8]=[CH:7][C:6]=1[I:11].C1(P(C2C=CC=CC=2)C2C=CC=CC=2)C=CC=CC=1.O. (3) Reactant: [H-].[Na+].[CH2:3]([N:10]([CH2:21][CH2:22][C:23]1[CH:28]=[CH:27][C:26]([S:29]([C:32]2[CH:37]=[CH:36][C:35]([OH:38])=[CH:34][CH:33]=2)(=[O:31])=[O:30])=[CH:25][CH:24]=1)[CH2:11][C@@H:12]([C:14]1[CH:19]=[CH:18][CH:17]=[C:16]([Cl:20])[CH:15]=1)[OH:13])[C:4]1[CH:9]=[CH:8][CH:7]=[CH:6][CH:5]=1.Br[CH2:40][C:41]([O:43][CH2:44][CH3:45])=[O:42].O. Product: [CH2:3]([N:10]([CH2:21][CH2:22][C:23]1[CH:28]=[CH:27][C:26]([S:29]([C:32]2[CH:33]=[CH:34][C:35]([O:38][CH2:40][C:41]([O:43][CH2:44][CH3:45])=[O:42])=[CH:36][CH:37]=2)(=[O:31])=[O:30])=[CH:25][CH:24]=1)[CH2:11][C@@H:12]([C:14]1[CH:19]=[CH:18][CH:17]=[C:16]([Cl:20])[CH:15]=1)[OH:13])[C:4]1[CH:5]=[CH:6][CH:7]=[CH:8][CH:9]=1. The catalyst class is: 9. (4) Reactant: [C:1]1([S:7](Cl)(=[O:9])=[O:8])[CH:6]=[CH:5][CH:4]=[CH:3][CH:2]=1.[C:11]([O:15][C:16]([N:18]1[CH2:23][CH2:22][C:21]([NH2:25])([CH3:24])[CH2:20][CH2:19]1)=[O:17])([CH3:14])([CH3:13])[CH3:12].CCN(C(C)C)C(C)C. Product: [C:11]([O:15][C:16]([N:18]1[CH2:23][CH2:22][C:21]([NH:25][S:7]([C:1]2[CH:6]=[CH:5][CH:4]=[CH:3][CH:2]=2)(=[O:9])=[O:8])([CH3:24])[CH2:20][CH2:19]1)=[O:17])([CH3:14])([CH3:12])[CH3:13]. The catalyst class is: 2.